This data is from Peptide-MHC class I binding affinity with 185,985 pairs from IEDB/IMGT. The task is: Regression. Given a peptide amino acid sequence and an MHC pseudo amino acid sequence, predict their binding affinity value. This is MHC class I binding data. (1) The peptide sequence is HHIWQNLL. The MHC is HLA-B40:02 with pseudo-sequence HLA-B40:02. The binding affinity (normalized) is 0.0417. (2) The peptide sequence is DETFVHSGF. The MHC is HLA-A02:19 with pseudo-sequence HLA-A02:19. The binding affinity (normalized) is 0.0847.